From a dataset of Forward reaction prediction with 1.9M reactions from USPTO patents (1976-2016). Predict the product of the given reaction. Given the reactants [CH:1]1([C:4]2[C:5]([O:26][CH2:27][C:28]([F:31])([F:30])[F:29])=[CH:6][C:7]([C:10]([NH:12][C:13]([C:20]3[N:24]=[C:23]([CH3:25])[O:22][N:21]=3)([CH3:19])[C:14]([O:16]CC)=[O:15])=[O:11])=[N:8][CH:9]=2)[CH2:3][CH2:2]1.O, predict the reaction product. The product is: [CH:1]1([C:4]2[C:5]([O:26][CH2:27][C:28]([F:29])([F:30])[F:31])=[CH:6][C:7]([C:10]([NH:12][C:13]([C:20]3[N:24]=[C:23]([CH3:25])[O:22][N:21]=3)([CH3:19])[C:14]([OH:16])=[O:15])=[O:11])=[N:8][CH:9]=2)[CH2:3][CH2:2]1.